From a dataset of Full USPTO retrosynthesis dataset with 1.9M reactions from patents (1976-2016). Predict the reactants needed to synthesize the given product. (1) Given the product [F:9][C:4]1[CH:5]=[N:6][CH:7]=[CH:8][C:3]=1[C:18]1[CH2:23][CH2:22][CH:21]([O:24][CH2:25][CH:26]2[CH2:31][CH2:30][N:29]([C:32]([O:34][C:35]([CH3:38])([CH3:37])[CH3:36])=[O:33])[CH2:28][CH2:27]2)[CH2:20][CH:19]=1, predict the reactants needed to synthesize it. The reactants are: Cl.Br[C:3]1[CH:8]=[CH:7][N:6]=[CH:5][C:4]=1[F:9].CC1(C)C(C)(C)OB([C:18]2[CH2:23][CH2:22][CH:21]([O:24][CH2:25][CH:26]3[CH2:31][CH2:30][N:29]([C:32]([O:34][C:35]([CH3:38])([CH3:37])[CH3:36])=[O:33])[CH2:28][CH2:27]3)[CH2:20][CH:19]=2)O1.C([O-])([O-])=O.[Na+].[Na+]. (2) Given the product [OH:6][C@H:5]([CH2:4][OH:3])[CH2:7][CH2:8][NH:9][C:10]([CH:12]1[N:19]2[CH:15]([CH2:16][C:17]([CH3:21])([CH3:22])[C:18]2=[O:20])[C:14]([C:25]2[CH:30]=[CH:29][C:28]([Cl:31])=[CH:27][C:26]=2[F:32])([C:23]#[N:24])[CH:13]1[C:33]1[CH:38]=[CH:37][CH:36]=[C:35]([Cl:39])[C:34]=1[F:40])=[O:11], predict the reactants needed to synthesize it. The reactants are: CC1(C)[O:6][C@@H:5]([CH2:7][CH2:8][NH:9][C:10]([CH:12]2[N:19]3[CH:15]([CH2:16][C:17]([CH3:22])([CH3:21])[C:18]3=[O:20])[C:14]([C:25]3[CH:30]=[CH:29][C:28]([Cl:31])=[CH:27][C:26]=3[F:32])([C:23]#[N:24])[CH:13]2[C:33]2[CH:38]=[CH:37][CH:36]=[C:35]([Cl:39])[C:34]=2[F:40])=[O:11])[CH2:4][O:3]1.Cl. (3) Given the product [CH2:1]([NH:3][CH2:4][CH2:5][NH:6][C:7](=[O:8])[O:9][C:10]([CH3:13])([CH3:12])[CH3:11])[CH3:2], predict the reactants needed to synthesize it. The reactants are: [CH2:1]([NH:3][CH2:4][CH2:5][NH2:6])[CH3:2].[C:7](O[C:7]([O:9][C:10]([CH3:13])([CH3:12])[CH3:11])=[O:8])([O:9][C:10]([CH3:13])([CH3:12])[CH3:11])=[O:8].